Regression. Given two drug SMILES strings and cell line genomic features, predict the synergy score measuring deviation from expected non-interaction effect. From a dataset of NCI-60 drug combinations with 297,098 pairs across 59 cell lines. (1) Drug 1: CNC(=O)C1=CC=CC=C1SC2=CC3=C(C=C2)C(=NN3)C=CC4=CC=CC=N4. Drug 2: C1=CC(=CC=C1C#N)C(C2=CC=C(C=C2)C#N)N3C=NC=N3. Cell line: COLO 205. Synergy scores: CSS=3.37, Synergy_ZIP=2.49, Synergy_Bliss=5.27, Synergy_Loewe=1.72, Synergy_HSA=1.14. (2) Drug 1: C1C(C(OC1N2C=C(C(=O)NC2=O)F)CO)O. Drug 2: CC1CCC2CC(C(=CC=CC=CC(CC(C(=O)C(C(C(=CC(C(=O)CC(OC(=O)C3CCCCN3C(=O)C(=O)C1(O2)O)C(C)CC4CCC(C(C4)OC)O)C)C)O)OC)C)C)C)OC. Cell line: DU-145. Synergy scores: CSS=29.0, Synergy_ZIP=-12.4, Synergy_Bliss=-6.56, Synergy_Loewe=-0.722, Synergy_HSA=-2.41.